From a dataset of Reaction yield outcomes from USPTO patents with 853,638 reactions. Predict the reaction yield, written as a fraction of the theoretical maximum amount of product (1.0 means a 100% yield; for example, 0.34 means a 34% yield). (1) The catalyst is C1COCC1.CCOC(C)=O.[Cu]I. The reactants are N[C:2]1[N:11]=[CH:10][C:9]2[C:4](=[CH:5][C:6]([C:13]([O:15][CH3:16])=[O:14])=[CH:7][C:8]=2[F:12])[N:3]=1.[I:17]CI.N(OCCC(C)C)=O. The yield is 0.550. The product is [F:12][C:8]1[CH:7]=[C:6]([C:13]([O:15][CH3:16])=[O:14])[CH:5]=[C:4]2[C:9]=1[CH:10]=[N:11][C:2]([I:17])=[N:3]2. (2) The reactants are [CH3:1][C:2]1[CH:3]=[C:4]([C:26]#[C:27][CH2:28][N:29]2[CH2:34][CH2:33][N:32]([CH3:35])[CH2:31][CH2:30]2)[CH:5]=[C:6]2[C:10]=1[C:9](=[O:11])[N:8]([CH2:12][C:13]1[CH:18]=[CH:17][C:16]([O:19][C:20]3[CH:25]=[CH:24][CH:23]=[CH:22][CH:21]=3)=[CH:15][CH:14]=1)[CH2:7]2.[H][H].C(Cl)(Cl)Cl.CO. The catalyst is C(O)C.[C].[Pd]. The product is [CH3:1][C:2]1[CH:3]=[C:4]([CH2:26][CH2:27][CH2:28][N:29]2[CH2:34][CH2:33][N:32]([CH3:35])[CH2:31][CH2:30]2)[CH:5]=[C:6]2[C:10]=1[C:9](=[O:11])[N:8]([CH2:12][C:13]1[CH:14]=[CH:15][C:16]([O:19][C:20]3[CH:25]=[CH:24][CH:23]=[CH:22][CH:21]=3)=[CH:17][CH:18]=1)[CH2:7]2. The yield is 1.00. (3) The reactants are [OH:1][C:2]1[CH:7]=[CH:6][C:5]([CH2:8][C:9]([O:11][CH3:12])=[O:10])=[CH:4][CH:3]=1.[CH2:13]([CH:15]1[O:17][CH2:16]1)Cl.N1C=CC=CC=1. No catalyst specified. The product is [O:17]1[CH2:16][CH:15]1[CH2:13][O:1][C:2]1[CH:3]=[CH:4][C:5]([CH2:8][C:9]([O:11][CH3:12])=[O:10])=[CH:6][CH:7]=1. The yield is 0.340. (4) The reactants are [F:1][C:2]([F:12])([F:11])[C:3]1[CH:8]=[CH:7][C:6]([Mg]Br)=[CH:5][CH:4]=1.[O:13]=[C:14]1[CH2:19][CH2:18][C@@H:17]([NH:20][C:21](=[O:27])[O:22][C:23]([CH3:26])([CH3:25])[CH3:24])[CH:16]=[CH:15]1. The catalyst is C1COCC1. The product is [O:13]=[C:14]1[CH2:15][CH2:16][C@@H:17]([NH:20][C:21](=[O:27])[O:22][C:23]([CH3:25])([CH3:24])[CH3:26])[C@H:18]([C:6]2[CH:7]=[CH:8][C:3]([C:2]([F:12])([F:11])[F:1])=[CH:4][CH:5]=2)[CH2:19]1. The yield is 0.700. (5) The reactants are [NH2:1][C:2]1[CH:7]=[CH:6][C:5]([C:8]2[N:9]([CH2:21][CH3:22])[C:10]3[C:15]([C:16]=2[C:17]#[N:18])=[CH:14][CH:13]=[C:12]([O:19][CH3:20])[CH:11]=3)=[CH:4][CH:3]=1.[Cl:23][CH2:24][CH2:25][N:26]=[C:27]=[O:28]. The catalyst is C1COCC1. The product is [Cl:23][CH2:24][CH2:25][NH:26][C:27]([NH:1][C:2]1[CH:3]=[CH:4][C:5]([C:8]2[N:9]([CH2:21][CH3:22])[C:10]3[C:15]([C:16]=2[C:17]#[N:18])=[CH:14][CH:13]=[C:12]([O:19][CH3:20])[CH:11]=3)=[CH:6][CH:7]=1)=[O:28]. The yield is 0.910.